This data is from Catalyst prediction with 721,799 reactions and 888 catalyst types from USPTO. The task is: Predict which catalyst facilitates the given reaction. (1) Reactant: [CH2:1]([O:8][C:9]1[CH:14]=[C:13](I)[CH:12]=[CH:11][C:10]=1[N:16]1[S:20](=[O:22])(=[O:21])[NH:19][C:18](=[O:23])[CH2:17]1)[C:2]1[CH:7]=[CH:6][CH:5]=[CH:4][CH:3]=1.[C:24]1(B(O)O)[CH:29]=[CH:28][CH:27]=[CH:26][CH:25]=1.C([O-])([O-])=O.[Na+].[Na+]. Product: [CH2:1]([O:8][C:9]1[CH:14]=[C:13]([C:24]2[CH:29]=[CH:28][CH:27]=[CH:26][CH:25]=2)[CH:12]=[CH:11][C:10]=1[N:16]1[S:20](=[O:22])(=[O:21])[NH:19][C:18](=[O:23])[CH2:17]1)[C:2]1[CH:7]=[CH:6][CH:5]=[CH:4][CH:3]=1. The catalyst class is: 104. (2) Reactant: Cl[C:2]1[S:6][C:5]([S:7]([NH:10][C:11]2[C:19]3[C:14](=[CH:15][CH:16]=[CH:17][C:18]=3[O:20][CH3:21])[N:13]([CH2:22][C:23]3[CH:24]=[C:25]([CH2:29][NH:30][C:31](=[O:33])[CH3:32])[CH:26]=[CH:27][CH:28]=3)[N:12]=2)(=[O:9])=[O:8])=[CH:4][CH:3]=1.[H-].[Al+3].[Li+].[H-].[H-].[H-]. Product: [CH3:21][O:20][C:18]1[CH:17]=[CH:16][CH:15]=[C:14]2[C:19]=1[C:11]([NH:10][S:7]([C:5]1[S:6][CH:2]=[CH:3][CH:4]=1)(=[O:8])=[O:9])=[N:12][N:13]2[CH2:22][C:23]1[CH:24]=[C:25]([CH2:29][NH:30][C:31](=[O:33])[CH3:32])[CH:26]=[CH:27][CH:28]=1. The catalyst class is: 1. (3) Reactant: Br[C:2]#[N:3].O.[Cl:5][C:6]1[C:11]([C:12]([F:15])([F:14])[F:13])=[C:10](N)[C:9]([NH2:17])=[CH:8][CH:7]=1.C(#[N:20])C. Product: [Cl:5][C:6]1[C:11]([C:12]([F:15])([F:14])[F:13])=[CH:10][C:9]2[NH:17][C:2]([NH2:3])=[N:20][C:8]=2[CH:7]=1. The catalyst class is: 5. (4) Reactant: Cl.[C:2]([CH:5]1[CH:10]2[CH:6]1[CH2:7][N:8](C(OC(C)(C)C)=O)[CH2:9]2)(=[O:4])[NH2:3].C(Cl)[Cl:19]. Product: [ClH:19].[CH:6]12[CH:5]([C:2]([NH2:3])=[O:4])[CH:10]1[CH2:9][NH:8][CH2:7]2. The catalyst class is: 5. (5) Reactant: [C:1]([C:3]1[C:22](F)=[CH:21][C:20]([O:24][CH3:25])=[CH:19][C:4]=1[O:5][CH:6]1[CH2:11][CH2:10][N:9]([C:12]([O:14][C:15]([CH3:18])([CH3:17])[CH3:16])=[O:13])[CH2:8][CH2:7]1)#[N:2].[NH2:26][NH2:27].O. Product: [NH2:2][C:1]1[C:3]2[C:22](=[CH:21][C:20]([O:24][CH3:25])=[CH:19][C:4]=2[O:5][CH:6]2[CH2:11][CH2:10][N:9]([C:12]([O:14][C:15]([CH3:18])([CH3:17])[CH3:16])=[O:13])[CH2:8][CH2:7]2)[NH:27][N:26]=1. The catalyst class is: 114. (6) Reactant: [Cl:1][C:2]1[CH:3]=[CH:4][C:5]([N+:21]([O-])=O)=[C:6]([CH2:8][NH:9][CH2:10][C:11]2[C:16]([O:17][CH3:18])=[CH:15][CH:14]=[CH:13][C:12]=2[O:19][CH3:20])[CH:7]=1.[N:24]#[C:25]Br. Product: [Cl:1][C:2]1[CH:7]=[C:6]2[C:5](=[CH:4][CH:3]=1)[N:21]=[C:25]([NH2:24])[N:9]([CH2:10][C:11]1[C:16]([O:17][CH3:18])=[CH:15][CH:14]=[CH:13][C:12]=1[O:19][CH3:20])[CH2:8]2. The catalyst class is: 12. (7) Reactant: [Cl:1][C:2]1[C:3]([C:13]([O:15][CH2:16][CH3:17])=[O:14])=[C:4]([C:8](OCC)=[O:9])[CH:5]=[N:6][CH:7]=1.[H-].C([Al+]CC(C)C)C(C)C.C(O)(=O)C.CC(=O)OCC. Product: [Cl:1][C:2]1[CH:7]=[N:6][CH:5]=[C:4]([CH:8]=[O:9])[C:3]=1[C:13]([O:15][CH2:16][CH3:17])=[O:14]. The catalyst class is: 345.